From a dataset of Forward reaction prediction with 1.9M reactions from USPTO patents (1976-2016). Predict the product of the given reaction. (1) Given the reactants [Br:1][C:2]1[CH:7]=[CH:6][C:5]([C:8]([C:10]2[CH:15]=[CH:14][C:13]([OH:16])=[CH:12][C:11]=2[F:17])=[O:9])=[CH:4][CH:3]=1.[Br:18][CH2:19][CH2:20][CH2:21][CH2:22][CH2:23][CH2:24]Br.C(=O)([O-])[O-].[K+].[K+], predict the reaction product. The product is: [Br:18][CH2:19][CH2:20][CH2:21][CH2:22][CH2:23][CH2:24][O:16][C:13]1[CH:14]=[CH:15][C:10]([C:8]([C:5]2[CH:4]=[CH:3][C:2]([Br:1])=[CH:7][CH:6]=2)=[O:9])=[C:11]([F:17])[CH:12]=1. (2) Given the reactants [CH3:1][O:2][CH2:3][CH2:4][O:5][C:6]1[N:14]=[C:13]2[C:9]([NH:10][CH:11]=[N:12]2)=[C:8]([NH2:15])[N:7]=1.[Br:16][C:17]1[CH:18]=[C:19]([CH:22]=[CH:23][CH:24]=1)[CH2:20]Br.C(=O)([O-])[O-].[K+].[K+], predict the reaction product. The product is: [Br:16][C:17]1[CH:18]=[C:19]([CH:22]=[CH:23][CH:24]=1)[CH2:20][N:12]1[CH:11]=[N:10][C:9]2[C:13]1=[N:14][C:6]([O:5][CH2:4][CH2:3][O:2][CH3:1])=[N:7][C:8]=2[NH2:15]. (3) Given the reactants C(O[C:6]([N:8]1[CH2:13][CH2:12][C:11]([CH2:15][NH2:16])([OH:14])[CH2:10][CH2:9]1)=O)(C)(C)C.[H-].[Al+3].[Li+].[H-].[H-].[H-].O.O.O.O.C(C(C(C([O-])=O)O)O)([O-])=O.[Na+].[K+], predict the reaction product. The product is: [NH2:16][CH2:15][C:11]1([OH:14])[CH2:12][CH2:13][N:8]([CH3:6])[CH2:9][CH2:10]1.